Dataset: Full USPTO retrosynthesis dataset with 1.9M reactions from patents (1976-2016). Task: Predict the reactants needed to synthesize the given product. (1) The reactants are: [NH:1]1[CH:5]=[CH:4][N:3]=[C:2]1[CH2:6][NH:7][CH2:8][C:9]1[CH:17]=[C:16]2[C:12]([CH:13]=[C:14]([CH2:18][CH2:19][CH2:20][CH2:21][N:22]([CH2:26][CH2:27][CH3:28])[CH2:23][CH2:24][CH3:25])[CH2:15]2)=[CH:11][CH:10]=1.C([BH3-])#N.[Na+].[CH3:33][N:34]1[CH:38]=[CH:37][N:36]=[C:35]1[CH:39]=O.C(O)(=O)C. Given the product [NH:1]1[CH:5]=[CH:4][N:3]=[C:2]1[CH2:6][N:7]([CH2:8][C:9]1[CH:17]=[C:16]2[C:12]([CH:13]=[C:14]([CH2:18][CH2:19][CH2:20][CH2:21][N:22]([CH2:26][CH2:27][CH3:28])[CH2:23][CH2:24][CH3:25])[CH2:15]2)=[CH:11][CH:10]=1)[CH2:39][C:35]1[N:34]([CH3:33])[CH:38]=[CH:37][N:36]=1, predict the reactants needed to synthesize it. (2) Given the product [CH2:1]([N:3]1[C:15]2[CH:14]=[CH:13][C:12]([C:16]3[N:20]([CH2:21][CH2:22][O:23][CH3:24])[C:19]4[CH:25]=[CH:26][C:27]([C:51]5[O:50][C:32](=[O:33])[NH:39][N:45]=5)=[CH:28][C:18]=4[N:17]=3)=[CH:11][C:10]=2[C:9]2[C:4]1=[CH:5][CH:6]=[CH:7][CH:8]=2)[CH3:2], predict the reactants needed to synthesize it. The reactants are: [CH2:1]([N:3]1[C:15]2[CH:14]=[CH:13][C:12]([C:16]3[N:20]([CH2:21][CH2:22][O:23][CH3:24])[C:19]4[CH:25]=[CH:26][C:27](C(O)=O)=[CH:28][C:18]=4[N:17]=3)=[CH:11][C:10]=2[C:9]2[C:4]1=[CH:5][CH:6]=[CH:7][CH:8]=2)[CH3:2].[C:32]([N:39]1C=CN=C1)(N1C=CN=C1)=[O:33].O.[NH2:45]N.C1[CH2:51][O:50]CC1. (3) The reactants are: [Cl:1][C:2]1[CH:3]=[C:4]([C:8]2[N:9]=[C:10]([N:16]3[C:20]4[CH:21]=[C:22]([O:27][CH3:28])[C:23]([O:25][CH3:26])=[CH:24][C:19]=4[N:18]=[CH:17]3)[S:11][C:12]=2[C:13]([OH:15])=O)[CH:5]=[CH:6][CH:7]=1.[NH2:29][C:30]1[CH:35]=[CH:34][N:33]=[CH:32][N:31]=1. Given the product [N:33]1[CH:34]=[CH:35][C:30]([NH:29][C:13]([C:12]2[S:11][C:10]([N:16]3[C:20]4[CH:21]=[C:22]([O:27][CH3:28])[C:23]([O:25][CH3:26])=[CH:24][C:19]=4[N:18]=[CH:17]3)=[N:9][C:8]=2[C:4]2[CH:5]=[CH:6][CH:7]=[C:2]([Cl:1])[CH:3]=2)=[O:15])=[N:31][CH:32]=1, predict the reactants needed to synthesize it. (4) Given the product [C:1]([C:4]1[C:5]([F:23])=[C:6]([F:22])[C:7]([NH:14][C:15]2[CH:20]=[CH:19][C:18]([I:31])=[CH:17][C:16]=2[F:21])=[C:8]([CH:13]=1)[C:9]([O:11][CH3:12])=[O:10])(=[O:3])[CH3:2], predict the reactants needed to synthesize it. The reactants are: [C:1]([C:4]1[C:5]([F:23])=[C:6]([F:22])[C:7]([NH:14][C:15]2[CH:20]=[CH:19][CH:18]=[CH:17][C:16]=2[F:21])=[C:8]([CH:13]=1)[C:9]([O:11][CH3:12])=[O:10])(=[O:3])[CH3:2].C1C(=O)N([I:31])C(=O)C1.C(O)(C(F)(F)F)=O. (5) Given the product [S:17]1[CH:21]=[CH:20][CH:19]=[C:18]1[CH2:22][N:14]1[CH2:15][CH2:16][CH:11]([C:9](=[O:10])[C:6]2[CH:7]=[CH:8][C:3]([Cl:2])=[CH:4][CH:5]=2)[CH2:12][CH2:13]1, predict the reactants needed to synthesize it. The reactants are: Cl.[Cl:2][C:3]1[CH:8]=[CH:7][C:6]([C:9]([CH:11]2[CH2:16][CH2:15][NH:14][CH2:13][CH2:12]2)=[O:10])=[CH:5][CH:4]=1.[S:17]1[CH:21]=[CH:20][CH:19]=[C:18]1[CH:22]=O.C(O[BH-](OC(=O)C)OC(=O)C)(=O)C.[Na+].C(O)C(N)(CO)CO.S(Cl)(C1C=CC(C)=CC=1)(=O)=O. (6) Given the product [Br-:24].[C:10]([C:9]([C:18]1[CH:19]=[CH:20][CH:21]=[CH:22][CH:23]=1)([C:12]1[CH:13]=[CH:14][CH:15]=[CH:16][CH:17]=1)[C:4]12[CH2:5][CH2:6][N+:1]([CH2:25][CH3:26])([CH2:2][CH2:3]1)[CH2:8][CH2:7]2)#[N:11], predict the reactants needed to synthesize it. The reactants are: [N:1]12[CH2:8][CH2:7][C:4]([C:9]([C:18]3[CH:23]=[CH:22][CH:21]=[CH:20][CH:19]=3)([C:12]3[CH:17]=[CH:16][CH:15]=[CH:14][CH:13]=3)[C:10]#[N:11])([CH2:5][CH2:6]1)[CH2:3][CH2:2]2.[Br:24][CH2:25][CH3:26]. (7) The reactants are: Cl[CH2:2][CH2:3][CH2:4][CH2:5][CH:6]1[CH2:11][CH:10]2[CH2:12][CH:7]1[CH:8]=[CH:9]2.[Mg].O1CCCC1.[Cl-].[NH4+].[CH3:21][C:22]([CH3:24])=[O:23]. Given the product [CH3:21][C:22]([OH:23])([CH2:2][CH2:3][CH2:4][CH2:5][CH:6]1[CH2:11][CH:10]2[CH2:12][CH:7]1[CH:8]=[CH:9]2)[CH3:24], predict the reactants needed to synthesize it. (8) Given the product [C:14]1([C:4]2[N:3]=[C:2]([NH:20][C:21]3[CH:26]=[CH:25][C:24]([S:27]([NH:30][CH3:31])(=[O:29])=[O:28])=[CH:23][CH:22]=3)[CH:7]=[C:6]([C:8]3[CH:13]=[CH:12][CH:11]=[CH:10][CH:9]=3)[N:5]=2)[CH:19]=[CH:18][CH:17]=[CH:16][CH:15]=1, predict the reactants needed to synthesize it. The reactants are: Cl[C:2]1[CH:7]=[C:6]([C:8]2[CH:13]=[CH:12][CH:11]=[CH:10][CH:9]=2)[N:5]=[C:4]([C:14]2[CH:19]=[CH:18][CH:17]=[CH:16][CH:15]=2)[N:3]=1.[NH2:20][C:21]1[CH:26]=[CH:25][C:24]([S:27]([NH:30][CH3:31])(=[O:29])=[O:28])=[CH:23][CH:22]=1. (9) The reactants are: [N:1]1[CH:2]=[N:3][N:4]2[CH:9]=[C:8]([C:10](=[O:28])[C:11]#[C:12][C:13]3(O[Si](C)(C)C)[CH2:22][CH2:21][C:16]4([O:20][CH2:19][CH2:18][O:17]4)[CH2:15][CH2:14]3)[CH:7]=[CH:6][C:5]=12.C(NCC)C.CO.[O:36]1C=CCC1=O. Given the product [N:1]1[CH:2]=[N:3][N:4]2[CH:9]=[C:8]([C:10]3[O:28][C:13]4([C:12](=[O:36])[CH:11]=3)[CH2:22][CH2:21][C:16]3([O:20][CH2:19][CH2:18][O:17]3)[CH2:15][CH2:14]4)[CH:7]=[CH:6][C:5]=12, predict the reactants needed to synthesize it. (10) Given the product [CH3:47][C@H:46]1[C:39]2[C:38]([N:19]3[C:20]4[C:25](=[C:24]([C@H:26]5[CH2:30][CH2:29][CH2:28][N:27]5[C:31]([O:33][C:34]([CH3:35])([CH3:37])[CH3:36])=[O:32])[CH:23]=[CH:22][CH:21]=4)[C:15]4([CH2:16][CH2:17][NH:12][CH2:13][CH2:14]4)[CH2:18]3)=[N:43][CH:42]=[N:41][C:40]=2[CH2:44][CH2:45]1, predict the reactants needed to synthesize it. The reactants are: C([O-])=O.[NH4+].C([N:12]1[CH2:17][CH2:16][C:15]2([C:25]3[C:20](=[CH:21][CH:22]=[CH:23][C:24]=3[C@H:26]3[CH2:30][CH2:29][CH2:28][N:27]3[C:31]([O:33][C:34]([CH3:37])([CH3:36])[CH3:35])=[O:32])[N:19]([C:38]3[C:39]4[C@H:46]([CH3:47])[CH2:45][CH2:44][C:40]=4[N:41]=[CH:42][N:43]=3)[CH2:18]2)[CH2:14][CH2:13]1)C1C=CC=CC=1.